This data is from Peptide-MHC class II binding affinity with 134,281 pairs from IEDB. The task is: Regression. Given a peptide amino acid sequence and an MHC pseudo amino acid sequence, predict their binding affinity value. This is MHC class II binding data. (1) The peptide sequence is AAAGLAAAAPLESRQ. The MHC is HLA-DPA10301-DPB10402 with pseudo-sequence HLA-DPA10301-DPB10402. The binding affinity (normalized) is 0.0854. (2) The peptide sequence is MATTLPVQRHPRSLF. The MHC is HLA-DPA10103-DPB10401 with pseudo-sequence HLA-DPA10103-DPB10401. The binding affinity (normalized) is 0. (3) The peptide sequence is VDVVLEHGGCVTTMA. The MHC is DRB5_0101 with pseudo-sequence DRB5_0101. The binding affinity (normalized) is 0.305.